Dataset: Full USPTO retrosynthesis dataset with 1.9M reactions from patents (1976-2016). Task: Predict the reactants needed to synthesize the given product. (1) Given the product [Br:7][C:8]1[C:12]2[N:13]=[CH:14][N:15]=[C:16]([S:5][C:2]([CH3:4])([CH3:3])[CH3:1])[C:11]=2[S:10][CH:9]=1, predict the reactants needed to synthesize it. The reactants are: [CH3:1][C:2]([S-:5])([CH3:4])[CH3:3].[Na+].[Br:7][C:8]1[C:12]2[N:13]=[CH:14][N:15]=[C:16](Cl)[C:11]=2[S:10][CH:9]=1. (2) Given the product [ClH:31].[C:1]([CH:4]1[CH2:9][CH2:8][N:7]([C:10]2[N:19]=[C:18]([NH:20][CH2:21][C:22]3[CH:27]=[CH:26][C:25]4[O:28][CH2:29][O:30][C:24]=4[CH:23]=3)[C:17]3[C:12](=[CH:13][CH:14]=[C:15]([Cl:31])[CH:16]=3)[N:11]=2)[CH2:6][CH2:5]1)([OH:3])=[O:2], predict the reactants needed to synthesize it. The reactants are: [C:1]([CH:4]1[CH2:9][CH2:8][N:7]([C:10]2[N:19]=[C:18]([NH:20][CH2:21][C:22]3[CH:27]=[CH:26][C:25]4[O:28][CH2:29][O:30][C:24]=4[CH:23]=3)[C:17]3[C:12](=[CH:13][CH:14]=[C:15]([Cl:31])[CH:16]=3)[N:11]=2)[CH2:6][CH2:5]1)([OH:3])=[O:2].Cl.